Dataset: Reaction yield outcomes from USPTO patents with 853,638 reactions. Task: Predict the reaction yield, written as a fraction of the theoretical maximum amount of product (1.0 means a 100% yield; for example, 0.34 means a 34% yield). (1) The reactants are [CH2:1]([O:8][C:9]1[CH:10]=[C:11]2[C:15](=[CH:16][CH:17]=1)[NH:14][CH:13]=[CH:12]2)[C:2]1[CH:7]=[CH:6][CH:5]=[CH:4][CH:3]=1.[C:18]1(=[O:24])[NH:22][C:21](=[O:23])[CH:20]=[CH:19]1. The catalyst is C(O)(=O)C. The product is [CH2:1]([O:8][C:9]1[CH:10]=[C:11]2[C:15](=[CH:16][CH:17]=1)[NH:14][CH:13]=[C:12]2[CH:20]1[CH2:19][C:18](=[O:24])[NH:22][C:21]1=[O:23])[C:2]1[CH:3]=[CH:4][CH:5]=[CH:6][CH:7]=1. The yield is 0.756. (2) The reactants are [CH2:1]([N:3]1[CH2:7][CH2:6][C@H:5]([NH:8]C(=O)OC(C)(C)C)[C:4]1=[O:16])[CH3:2]. The catalyst is ClCCl.Cl.CCOCC. The product is [NH2:8][C@H:5]1[CH2:6][CH2:7][N:3]([CH2:1][CH3:2])[C:4]1=[O:16]. The yield is 0.710. (3) The reactants are [I:1][C:2]1[CH:3]=[C:4]2[C:8](=[CH:9][CH:10]=1)[NH:7][C:6](=[O:11])[C:5]2=O.[NH:13]([C:15]([C:17]1[CH:26]=[CH:25][C:20]([C:21]([O:23][CH3:24])=[O:22])=[CH:19][N:18]=1)=[O:16])[NH2:14]. The catalyst is C(O)(=O)C. The product is [I:1][C:2]1[CH:3]=[C:4]2[C:8](=[CH:9][CH:10]=1)[NH:7][C:6](=[O:11])[C:5]2=[N:14][NH:13][C:15]([C:17]1[CH:26]=[CH:25][C:20]([C:21]([O:23][CH3:24])=[O:22])=[CH:19][N:18]=1)=[O:16]. The yield is 0.730.